Dataset: HIV replication inhibition screening data with 41,000+ compounds from the AIDS Antiviral Screen. Task: Binary Classification. Given a drug SMILES string, predict its activity (active/inactive) in a high-throughput screening assay against a specified biological target. (1) The molecule is CCN(CC)CC(=O)Nc1cc(Cl)ccc1C. The result is 0 (inactive). (2) The result is 0 (inactive). The compound is COc1ccc(C(=O)N2CCN(c3ccc4[nH]c(=O)oc4c3)CC2)cc1. (3) The compound is CCc1noc(N)c1C#N. The result is 0 (inactive). (4) The drug is C=CC(C)(C)N1c2ccccc2C2(O)CC3C(=O)N4C=CC(C)(C)c5[nH]c6ccccc6c5C=C4C(=O)N3C12. The result is 0 (inactive). (5) The compound is C=CC(CCC(C)O)[Si](C)(C)C. The result is 0 (inactive). (6) The drug is O=C1C2Nc3ccccc3SC2C(=O)N1c1ccc(Br)cc1. The result is 0 (inactive). (7) The drug is Nc1cc(Cl)cc(Cl)c1O. The result is 0 (inactive). (8) The molecule is CN(C)CC1CCCCC1=NO. The result is 0 (inactive). (9) The drug is CC(C)(C)OC(=O)NCCCCC(NC(=O)OCC1c2ccccc2-c2ccccc21)C(=O)N1CCCC1C(=O)NCC(N)=O. The result is 1 (active).